Task: Predict which catalyst facilitates the given reaction.. Dataset: Catalyst prediction with 721,799 reactions and 888 catalyst types from USPTO (1) Reactant: [C:1]1([C:7]2[NH:8][CH:9]=[CH:10][N:11]=2)[CH:6]=[CH:5][CH:4]=[CH:3][CH:2]=1.Br[CH2:13][C:14]([O:16][CH2:17][C:18]1[CH:23]=[CH:22][CH:21]=[CH:20][CH:19]=1)=[O:15].C(=O)([O-])[O-].[K+].[K+]. Product: [CH2:17]([O:16][C:14](=[O:15])[CH2:13][N:11]1[CH:10]=[CH:9][N:8]=[C:7]1[C:1]1[CH:2]=[CH:3][CH:4]=[CH:5][CH:6]=1)[C:18]1[CH:23]=[CH:22][CH:21]=[CH:20][CH:19]=1. The catalyst class is: 18. (2) Reactant: CC([O-])(C)C.[K+].C1COCC1.C(OC(=O)[CH2:16][CH2:17][C:18]1[N:26]([CH2:27][C:28](OC(C)(C)C)=[O:29])[C:25]2[CH:24]=[C:23]([Cl:35])[N:22]=[CH:21][C:20]=2[CH:19]=1)C.Cl. Product: [Cl:35][C:23]1[N:22]=[CH:21][C:20]2[CH:19]=[C:18]3[N:26]([C:25]=2[CH:24]=1)[CH2:27][C:28](=[O:29])[CH2:16][CH2:17]3. The catalyst class is: 220.